This data is from Reaction yield outcomes from USPTO patents with 853,638 reactions. The task is: Predict the reaction yield, written as a fraction of the theoretical maximum amount of product (1.0 means a 100% yield; for example, 0.34 means a 34% yield). The reactants are [F:1][C:2]1[CH:3]=[C:4]([NH:9][C:10]2[N:18]=[CH:17][C:16]([F:19])=[CH:15][C:11]=2[C:12]([OH:14])=O)[CH:5]=[CH:6][C:7]=1[F:8].[NH2:20][CH:21]1[CH2:26][CH2:25][N:24]([C:27]([O:29][C:30]([CH3:33])([CH3:32])[CH3:31])=[O:28])[CH2:23][CH2:22]1.CN(C(ON1N=NC2C=CC=NC1=2)=[N+](C)C)C.F[P-](F)(F)(F)(F)F.C1C=NC2N(O)N=NC=2C=1.CCN(C(C)C)C(C)C. The catalyst is C(Cl)Cl. The product is [F:1][C:2]1[CH:3]=[C:4]([NH:9][C:10]2[C:11]([C:12]([NH:20][CH:21]3[CH2:22][CH2:23][N:24]([C:27]([O:29][C:30]([CH3:33])([CH3:32])[CH3:31])=[O:28])[CH2:25][CH2:26]3)=[O:14])=[CH:15][C:16]([F:19])=[CH:17][N:18]=2)[CH:5]=[CH:6][C:7]=1[F:8]. The yield is 0.640.